Dataset: Catalyst prediction with 721,799 reactions and 888 catalyst types from USPTO. Task: Predict which catalyst facilitates the given reaction. Reactant: C(OC(=O)CCN1C2C(=CC=CC=2)C(CCCOC2C=C(C)C(Cl)=C(C)C=2)=C1)C.[Br:30][C:31]1[CH:32]=[CH:33][CH:34]=[C:35]2[C:39]=1[N:38]([CH2:40][CH2:41][C:42]([O:44]CC)=[O:43])[CH:37]=[C:36]2[CH2:47][CH2:48][CH2:49][O:50][C:51]1[CH:56]=[C:55]([CH3:57])[C:54]([Cl:58])=[C:53]([CH3:59])[CH:52]=1.[Li+].[OH-].Cl. Product: [Br:30][C:31]1[CH:32]=[CH:33][CH:34]=[C:35]2[C:39]=1[N:38]([CH2:40][CH2:41][C:42]([OH:44])=[O:43])[CH:37]=[C:36]2[CH2:47][CH2:48][CH2:49][O:50][C:51]1[CH:52]=[C:53]([CH3:59])[C:54]([Cl:58])=[C:55]([CH3:57])[CH:56]=1. The catalyst class is: 636.